This data is from CYP2C19 inhibition data for predicting drug metabolism from PubChem BioAssay. The task is: Regression/Classification. Given a drug SMILES string, predict its absorption, distribution, metabolism, or excretion properties. Task type varies by dataset: regression for continuous measurements (e.g., permeability, clearance, half-life) or binary classification for categorical outcomes (e.g., BBB penetration, CYP inhibition). Dataset: cyp2c19_veith. (1) The molecule is O=S(=O)(Nc1nc(-c2sccc2Cl)cs1)c1cc(Cl)ccc1Cl. The result is 1 (inhibitor). (2) The compound is CC(C)CN1CC[C@@]2(CCCN(C(=O)c3ccco3)C2)C1. The result is 0 (non-inhibitor). (3) The drug is O=C(NCCC1=CCCCC1)C1CCCN(c2nc3ccccc3o2)C1. The result is 1 (inhibitor). (4) The drug is NCCNc1ncnc2ccc(Cl)cc12. The result is 0 (non-inhibitor). (5) The compound is Cc1onc(-c2ccccc2Cl)c1C(=O)N[C@H]1C(=O)N2[C@H]1SC(C)(C)[C@H]2C(=O)[O-].[Na+]. The result is 0 (non-inhibitor).